From a dataset of Full USPTO retrosynthesis dataset with 1.9M reactions from patents (1976-2016). Predict the reactants needed to synthesize the given product. (1) The reactants are: [N+:1]([O:4][CH2:5][CH2:6][CH2:7][CH2:8][CH2:9][C:10]([O:12]CC)=[O:11])([O-:3])=[O:2].[OH-].[Li+]. Given the product [N+:1]([O:4][CH2:5][CH2:6][CH2:7][CH2:8][CH2:9][C:10]([OH:12])=[O:11])([O-:3])=[O:2], predict the reactants needed to synthesize it. (2) Given the product [Cl:8][C:6]1[C:5]([CH2:9][O:10][C:11]2[CH:16]=[CH:15][C:14]([Cl:17])=[C:13]([Cl:18])[CH:12]=2)=[CH:4][C:3]([F:19])=[C:2]([CH:7]=1)[C:21]#[N:22], predict the reactants needed to synthesize it. The reactants are: Br[C:2]1[CH:7]=[C:6]([Cl:8])[C:5]([CH2:9][O:10][C:11]2[CH:16]=[CH:15][C:14]([Cl:17])=[C:13]([Cl:18])[CH:12]=2)=[CH:4][C:3]=1[F:19].[Cu][C:21]#[N:22].